The task is: Predict the reaction yield, written as a fraction of the theoretical maximum amount of product (1.0 means a 100% yield; for example, 0.34 means a 34% yield).. This data is from Reaction yield outcomes from USPTO patents with 853,638 reactions. (1) The reactants are [CH2:1]([N:8]1[CH2:13][CH2:12][NH:11][CH:10]([CH2:14][OH:15])[CH2:9]1)[C:2]1[CH:7]=[CH:6][CH:5]=[CH:4][CH:3]=1.C([O-])(=O)C.[Na+].[Cl:21][CH2:22][C:23](Cl)=[O:24]. The catalyst is CC(C)=O.O.CCOC(C)=O. The product is [CH2:1]([N:8]1[CH2:13][CH2:12][N:11]([C:23](=[O:24])[CH2:22][Cl:21])[CH:10]([CH2:14][OH:15])[CH2:9]1)[C:2]1[CH:3]=[CH:4][CH:5]=[CH:6][CH:7]=1. The yield is 0.990. (2) The reactants are [CH2:1]([O:3][C:4]([C@@H:6]1[C@@H:10]([NH:11][C:12]([O:14]CC[Si](C)(C)C)=O)[CH2:9][N:8]([C:21]([O:23][C:24]([CH3:27])([CH3:26])[CH3:25])=[O:22])[CH2:7]1)=[O:5])[CH3:2].CCCC[N+](CCCC)(CCCC)CCCC.[F-].[Cl:46][C:47]1[S:51][C:50](C(O)=O)=[CH:49][CH:48]=1.CN1CCOCC1.ClC(OCC(C)C)=O. The catalyst is C(#N)C.C1COCC1. The product is [CH2:1]([O:3][C:4]([C@@H:6]1[C@@H:10]([NH:11][C:12]([C:50]2[S:51][C:47]([Cl:46])=[CH:48][CH:49]=2)=[O:14])[CH2:9][N:8]([C:21]([O:23][C:24]([CH3:25])([CH3:26])[CH3:27])=[O:22])[CH2:7]1)=[O:5])[CH3:2]. The yield is 0.372. (3) The reactants are Cl.[N+:2]([C:5]1[CH:12]=[CH:11][C:8]([CH2:9][NH2:10])=[CH:7][CH:6]=1)([O-:4])=[O:3].[C:13]([C:17]1[CH:18]=[C:19]([CH:23]=[C:24]([C:27]([CH3:30])([CH3:29])[CH3:28])[C:25]=1[OH:26])[C:20](O)=[O:21])([CH3:16])([CH3:15])[CH3:14].C(N(CC)CC)C.C1(N=C=NC2CCCCC2)CCCCC1. The catalyst is C1COCC1. The product is [CH3:30][C:27]([C:24]1[CH:23]=[C:19]([CH:18]=[C:17]([C:13]([CH3:16])([CH3:15])[CH3:14])[C:25]=1[OH:26])[C:20]([NH:10][CH2:9][C:8]1[CH:7]=[CH:6][C:5]([N+:2]([O-:4])=[O:3])=[CH:12][CH:11]=1)=[O:21])([CH3:28])[CH3:29]. The yield is 0.740. (4) The reactants are [CH3:1][O:2][C:3]([C:5]1[S:6][C:7]([Br:27])=[CH:8][C:9]=1[N:10]([C:18]([C@H:20]1[CH2:25][CH2:24][C@H:23]([CH3:26])[CH2:22][CH2:21]1)=[O:19])[CH:11]1[CH2:16][CH2:15][C:14](=[O:17])[CH2:13][CH2:12]1)=[O:4].[BH4-].[Na+].CCCCCC.CCOC(C)=O.Cl. The catalyst is CO. The product is [CH3:1][O:2][C:3]([C:5]1[S:6][C:7]([Br:27])=[CH:8][C:9]=1[N:10]([C@H:11]1[CH2:12][CH2:13][C@H:14]([OH:17])[CH2:15][CH2:16]1)[C:18]([C@H:20]1[CH2:21][CH2:22][C@H:23]([CH3:26])[CH2:24][CH2:25]1)=[O:19])=[O:4]. The yield is 0.770. (5) The reactants are CN(C)[CH:3]=[CH:4][C:5]([C:7]1[CH:8]=[C:9]([C:13]2[CH:18]=[CH:17][CH:16]=[CH:15][C:14]=2[C:19]([F:22])([F:21])[F:20])[CH:10]=[CH:11][CH:12]=1)=O.[NH:24]([C:26]1[CH:31]=[CH:30][CH:29]=[CH:28][N:27]=1)[NH2:25]. The catalyst is C(O)C.CCOC(C)=O. The product is [F:20][C:19]([F:21])([F:22])[C:14]1[CH:15]=[CH:16][CH:17]=[CH:18][C:13]=1[C:9]1[CH:10]=[CH:11][CH:12]=[C:7]([C:5]2[CH:4]=[CH:3][N:24]([C:26]3[CH:31]=[CH:30][CH:29]=[CH:28][N:27]=3)[N:25]=2)[CH:8]=1. The yield is 0.290. (6) The reactants are [Cl:1][C:2]1[CH:7]=[CH:6][C:5]([CH2:8]Cl)=[CH:4][N:3]=1.[OH:10][C:11]1[CH:12]=[C:13]2[C:18](=[CH:19][CH:20]=1)[NH:17][C:16](=[O:21])[CH:15]=[CH:14]2.C([O-])([O-])=O.[K+].[K+].[I-].[K+]. The catalyst is CN(C=O)C. The product is [Cl:1][C:2]1[N:3]=[CH:4][C:5]([CH2:8][O:10][C:11]2[CH:12]=[C:13]3[C:18](=[CH:19][CH:20]=2)[NH:17][C:16](=[O:21])[CH:15]=[CH:14]3)=[CH:6][CH:7]=1. The yield is 0.630.